From a dataset of Reaction yield outcomes from USPTO patents with 853,638 reactions. Predict the reaction yield, written as a fraction of the theoretical maximum amount of product (1.0 means a 100% yield; for example, 0.34 means a 34% yield). (1) The reactants are Cl.[NH2:2][OH:3].C([O-])(O)=O.[Na+].[C:9]1([NH:15][S:16]([C:19]2[CH:24]=[CH:23][CH:22]=[CH:21][C:20]=2[CH:25]=[CH:26][C:27](Cl)=[O:28])(=[O:18])=[O:17])[CH:14]=[CH:13][CH:12]=[CH:11][CH:10]=1. The catalyst is O1CCCC1. The product is [OH:3][NH:2][C:27](=[O:28])[CH:26]=[CH:25][C:20]1[CH:21]=[CH:22][CH:23]=[CH:24][C:19]=1[S:16](=[O:18])(=[O:17])[NH:15][C:9]1[CH:14]=[CH:13][CH:12]=[CH:11][CH:10]=1. The yield is 0.300. (2) The reactants are [CH3:1][S:2][C:3]1[C:16]2[C:7](=[C:8]3[C:13](=[CH:14][CH:15]=2)[CH:12]=[CH:11][CH:10]=[N:9]3)[N:6]=[C:5]([CH:17]=O)[CH:4]=1.Cl.[NH2:20][OH:21].[OH-].[Na+]. The catalyst is C(O)C.O. The product is [CH3:1][S:2][C:3]1[C:16]2[C:7](=[C:8]3[C:13](=[CH:14][CH:15]=2)[CH:12]=[CH:11][CH:10]=[N:9]3)[N:6]=[C:5]([CH:17]=[N:20][OH:21])[CH:4]=1. The yield is 1.00. (3) The reactants are Br[C:2]1[CH:3]=[C:4]2[C:8](=[C:9]([CH:11]([CH3:13])[CH3:12])[CH:10]=1)[NH:7][N:6]=[CH:5]2.[H-].[Na+].C([Li])(CC)C.C1CCCCC1.Cl.[C:28](=O)(O)[O-:29].[Na+]. The catalyst is CN(C)C=O.O1CCCC1. The product is [CH:11]([C:9]1[CH:10]=[C:2]([CH:28]=[O:29])[CH:3]=[C:4]2[C:8]=1[NH:7][N:6]=[CH:5]2)([CH3:13])[CH3:12]. The yield is 0.920. (4) The reactants are [CH3:1][O:2][C:3]1[CH:4]=[C:5]([OH:9])[CH:6]=[CH:7][CH:8]=1.ClC(Cl)([O:13]C(=O)OC(Cl)(Cl)Cl)Cl.N1C=CC=CC=1.[CH2:28]([Cl:30])Cl. No catalyst specified. The product is [C:28]([Cl:30])(=[O:13])[O:9][C:5]1[CH:6]=[CH:7][CH:8]=[C:3]([O:2][CH3:1])[CH:4]=1. The yield is 0.987. (5) The reactants are [C:1]([C:4]1[CH:5]=[CH:6][CH:7]=[C:8]2[C:12]=1[NH:11][C:10]([C:13]([O:15]CC)=[O:14])=[CH:9]2)([CH3:3])=[CH2:2].[Li+].[OH-]. The catalyst is O1CCOCC1.O. The product is [C:1]([C:4]1[CH:5]=[CH:6][CH:7]=[C:8]2[C:12]=1[NH:11][C:10]([C:13]([OH:15])=[O:14])=[CH:9]2)([CH3:3])=[CH2:2]. The yield is 0.810.